From a dataset of Reaction yield outcomes from USPTO patents with 853,638 reactions. Predict the reaction yield, written as a fraction of the theoretical maximum amount of product (1.0 means a 100% yield; for example, 0.34 means a 34% yield). (1) The reactants are [CH3:1][N:2]([CH3:33])[CH2:3][C:4]#[C:5][C:6]1[NH:32][C:9]2=[N:10][CH:11]=[C:12]([NH:14][C:15](=[O:31])[C:16]3[C:21]([F:22])=[CH:20][CH:19]=[C:18]([NH:23][S:24]([CH2:27][CH2:28][CH3:29])(=[O:26])=[O:25])[C:17]=3[F:30])[CH:13]=[C:8]2[CH:7]=1.[H][H]. The catalyst is CO.[Pd]. The product is [CH3:33][N:2]([CH3:1])[CH2:3][CH2:4][CH2:5][C:6]1[NH:32][C:9]2=[N:10][CH:11]=[C:12]([NH:14][C:15](=[O:31])[C:16]3[C:21]([F:22])=[CH:20][CH:19]=[C:18]([NH:23][S:24]([CH2:27][CH2:28][CH3:29])(=[O:26])=[O:25])[C:17]=3[F:30])[CH:13]=[C:8]2[CH:7]=1. The yield is 0.430. (2) The reactants are [C:1]1([C:11]2[CH2:15][CH2:14][C:13](=[O:16])[CH:12]=2)[C:10]2[C:5](=[CH:6][CH:7]=[CH:8][CH:9]=2)[CH:4]=[CH:3][CH:2]=1.[Cl-].[Cl-].[Cl-].[Ce+3].[BH4-].[Na+]. The catalyst is C(O)C. The product is [C:1]1([C:11]2[CH2:15][CH2:14][CH:13]([OH:16])[CH:12]=2)[C:10]2[C:5](=[CH:6][CH:7]=[CH:8][CH:9]=2)[CH:4]=[CH:3][CH:2]=1. The yield is 0.740. (3) The reactants are Cl[C:2]1[CH:3]=[CH:4][C:5]2[C:14]3[C:9](=[CH:10][N:11]=[CH:12][CH:13]=3)[C:8](=[O:15])[N:7]([CH3:16])[C:6]=2[CH:17]=1.[F:18][C:19]([F:33])([CH3:32])[CH2:20][C@H:21]([NH:24][C:25](=[O:31])[O:26][C:27]([CH3:30])([CH3:29])[CH3:28])[CH2:22][OH:23].C(P(C(C)(C)C)C1C=CC=CC=1C1C(C(C)C)=CC(C(C)C)=CC=1C(C)C)(C)(C)C.C(=O)([O-])[O-].[Cs+].[Cs+]. The catalyst is C(OCC)(=O)C.C([O-])(=O)C.[Pd+2].C([O-])(=O)C.C1(C)C=CC=CC=1. The product is [F:18][C:19]([F:33])([CH3:32])[CH2:20][C@H:21]([NH:24][C:25](=[O:31])[O:26][C:27]([CH3:28])([CH3:29])[CH3:30])[CH2:22][O:23][C:2]1[CH:3]=[CH:4][C:5]2[C:14]3[C:9](=[CH:10][N:11]=[CH:12][CH:13]=3)[C:8](=[O:15])[N:7]([CH3:16])[C:6]=2[CH:17]=1. The yield is 0.220.